This data is from Catalyst prediction with 721,799 reactions and 888 catalyst types from USPTO. The task is: Predict which catalyst facilitates the given reaction. Reactant: CC[N:3](C(C)C)C(C)C.[NH:10]1[C:18]2[C:13](=[CH:14][CH:15]=[CH:16][CH:17]=2)[C:12]([C:19]([OH:21])=O)=[N:11]1.CN(C(ON1N=NC2C=CC=CC1=2)=[N+](C)C)C.F[P-](F)(F)(F)(F)F.[C:46]12(N)[CH2:55][CH:50]3[CH2:51][CH:52]([CH2:54][CH:48]([CH2:49]3)[CH2:47]1)[CH2:53]2. Product: [C:46]12([N:10]3[C:18]4[C:13](=[CH:14][CH:15]=[CH:16][CH:17]=4)[C:12]([C:19]([NH2:3])=[O:21])=[N:11]3)[CH2:55][CH:50]3[CH2:49][CH:48]([CH2:54][CH:52]([CH2:51]3)[CH2:53]1)[CH2:47]2. The catalyst class is: 3.